Task: Predict which catalyst facilitates the given reaction.. Dataset: Catalyst prediction with 721,799 reactions and 888 catalyst types from USPTO (1) Reactant: C(O[K])(C)(C)C.[N:7]1[CH:12]=[CH:11][CH:10]=[CH:9][C:8]=1[C:13]1[N:14]([CH2:20][O:21][CH2:22][CH2:23][Si:24]([CH3:27])([CH3:26])[CH3:25])[CH:15]=[C:16]([CH:18]=O)[N:17]=1.CC1C=CC(S([CH2:38][N+:39]#[C-])(=O)=O)=CC=1. Product: [N:7]1[CH:12]=[CH:11][CH:10]=[CH:9][C:8]=1[C:13]1[N:14]([CH2:20][O:21][CH2:22][CH2:23][Si:24]([CH3:27])([CH3:26])[CH3:25])[CH:15]=[C:16]([CH2:18][C:38]#[N:39])[N:17]=1. The catalyst class is: 1. (2) Reactant: C(N)(=O)C1C=CC=CC=1.[S:10]1[CH:14]=[CH:13][C:12]([C@H:15]2[C@@H:24]3[CH2:25][CH2:26][N:27]([C:28]([C@H:30]4[CH2:35][CH2:34][CH2:33][CH2:32][C@H:31]4[NH:36][C:37](=[O:44])[C:38]4[CH:43]=[CH:42][CH:41]=[CH:40][CH:39]=4)=[O:29])[C@@H:23]3[C:22]3[CH:21]=[CH:20][CH:19]=[CH:18][C:17]=3[NH:16]2)=[CH:11]1. Product: [S:10]1[CH:14]=[CH:13][C:12]([C:15]2[C:24]3[CH2:25][CH2:26][N:27]([C:28]([C@H:30]4[CH2:35][CH2:34][CH2:33][CH2:32][C@H:31]4[NH:36][C:37](=[O:44])[C:38]4[CH:43]=[CH:42][CH:41]=[CH:40][CH:39]=4)=[O:29])[C:23]=3[C:22]3[CH:21]=[CH:20][CH:19]=[CH:18][C:17]=3[N:16]=2)=[CH:11]1. The catalyst class is: 661. (3) Reactant: C(=O)([O-])O.[Na+].[N:6]1[CH:11]=[CH:10][CH:9]=[C:8]([NH:12][C:13](=[O:38])[C:14]2[CH:19]=[CH:18][C:17]([CH2:20][C:21]3[C:22](=[O:33])[C:23]([O:31][CH3:32])=[C:24]([O:29][CH3:30])[C:25](=[O:28])[C:26]=3[CH3:27])=[CH:16][C:15]=2[O:34]C(=O)C)[CH:7]=1. Product: [N:6]1[CH:11]=[CH:10][CH:9]=[C:8]([NH:12][C:13](=[O:38])[C:14]2[CH:19]=[CH:18][C:17]([CH2:20][C:21]3[C:22](=[O:33])[C:23]([O:31][CH3:32])=[C:24]([O:29][CH3:30])[C:25](=[O:28])[C:26]=3[CH3:27])=[CH:16][C:15]=2[OH:34])[CH:7]=1. The catalyst class is: 5.